Dataset: Forward reaction prediction with 1.9M reactions from USPTO patents (1976-2016). Task: Predict the product of the given reaction. Given the reactants C(NC1C=CC(C2C=C3C(CN([C@@H](C(C)C)C(O)=O)C3=O)=CC=2)=CC=1)(=O)C1C=CC=CC=1.[CH3:33][CH:34]([CH3:70])[C@H:35]([N:40]1[CH2:48][C:47]2[C:42](=[CH:43][C:44]([C:49]3[CH:54]=[CH:53][C:52]([NH:55][C:56]([C:58]4[S:59][C:60]([C:63]5[CH:68]=[CH:67][CH:66]=[CH:65][CH:64]=5)=[CH:61][N:62]=4)=[O:57])=[CH:51][CH:50]=3)=[CH:45][CH:46]=2)[C:41]1=[O:69])[C:36]([O:38]C)=[O:37], predict the reaction product. The product is: [CH3:33][CH:34]([CH3:70])[C@H:35]([N:40]1[CH2:48][C:47]2[C:42](=[CH:43][C:44]([C:49]3[CH:50]=[CH:51][C:52]([NH:55][C:56]([C:58]4[S:59][C:60]([C:63]5[CH:64]=[CH:65][CH:66]=[CH:67][CH:68]=5)=[CH:61][N:62]=4)=[O:57])=[CH:53][CH:54]=3)=[CH:45][CH:46]=2)[C:41]1=[O:69])[C:36]([OH:38])=[O:37].